Dataset: Catalyst prediction with 721,799 reactions and 888 catalyst types from USPTO. Task: Predict which catalyst facilitates the given reaction. (1) The catalyst class is: 167. Product: [C:9]1([CH2:1][CH2:2][CH2:3][CH2:4][CH2:5][CH2:6][CH3:7])[CH:14]=[CH:13][CH:12]=[CH:11][CH:10]=1. Reactant: [CH2:1](Br)[CH2:2][CH2:3][CH2:4][CH2:5][CH2:6][CH3:7].[C:9]1(B(O)O)[CH:14]=[CH:13][CH:12]=[CH:11][CH:10]=1.CC(C)([O-])C.[K+].C(O)(CC)(C)C.C1([B-](C2C=CC=CC=2)(C2C=CC=CC=2)C2C=CC=CC=2)C=CC=CC=1.C([PH+](C(C)(C)C)C)(C)(C)C. (2) Reactant: [Cl:1][C:2]1[CH:7]=[C:6]([Cl:8])[CH:5]=[CH:4][C:3]=1B(O)O.O1CCOCC1.[Cl:18][C:19]1[C:31](I)=[CH:30][C:22]2[NH:23][C:24]([C:26]([F:29])([F:28])[F:27])=[N:25][C:21]=2[CH:20]=1.C(=O)([O-])[O-].[Na+].[Na+]. Product: [Cl:18][C:19]1[C:31]([C:3]2[CH:4]=[CH:5][C:6]([Cl:8])=[CH:7][C:2]=2[Cl:1])=[CH:30][C:22]2[NH:23][C:24]([C:26]([F:28])([F:29])[F:27])=[N:25][C:21]=2[CH:20]=1. The catalyst class is: 103. (3) Reactant: CC1(C)[O:9][C:8](=[O:10])[C:5]2([CH2:7][CH2:6]2)[C:4](=[O:11])O1.[Cl:13][C:14]1[CH:20]=[CH:19][CH:18]=[CH:17][C:15]=1[NH2:16]. Product: [Cl:13][C:14]1[CH:20]=[CH:19][CH:18]=[CH:17][C:15]=1[N:16]1[CH2:6][CH2:7][CH:5]([C:8]([OH:9])=[O:10])[C:4]1=[O:11]. The catalyst class is: 8. (4) Reactant: C(OC([NH:8][C@@H:9]([CH2:28][C:29]1[CH:34]=[CH:33][CH:32]=[CH:31][CH:30]=1)[CH2:10][NH:11][C@H:12]([C:14]([NH:16][C@H:17]([C:21]([NH:23][CH2:24][CH:25]([CH3:27])[CH3:26])=[O:22])[CH:18]([CH3:20])[CH3:19])=[O:15])[CH3:13])=O)(C)(C)C.FC(F)(F)C(O)=O.ClCCl. Product: [NH2:8][C@@H:9]([CH2:28][C:29]1[CH:30]=[CH:31][CH:32]=[CH:33][CH:34]=1)[CH2:10][NH:11][C@H:12]([C:14]([NH:16][C@H:17]([C:21]([NH:23][CH2:24][CH:25]([CH3:26])[CH3:27])=[O:22])[CH:18]([CH3:19])[CH3:20])=[O:15])[CH3:13]. The catalyst class is: 8. (5) Reactant: N#N.Br[C:4]1[S:5][C:6]([C:9]2([CH3:14])[O:13][CH2:12][CH2:11][O:10]2)=[CH:7][N:8]=1.[Li]CCCC.CN([CH:23]=[O:24])C.[NH4+].[Cl-].Cl. Product: [CH3:14][C:9]1([C:6]2[S:5][C:4]([CH:23]=[O:24])=[N:8][CH:7]=2)[O:13][CH2:12][CH2:11][O:10]1. The catalyst class is: 28. (6) Reactant: [SH:1][C:2]1[NH:10][C:9]2[C:4](=[N:5][CH:6]=[N:7][C:8]=2[NH2:11])[N:3]=1.[CH3:12][C:13]1[CH:18]=[CH:17][C:16]2C=CC3C=CC(C)=NC=3C=2N=1.[OH2:28].C[C:30](C)([O-:32])C.[Na+].[CH3:35][N:36]([CH:38]=O)[CH3:37]. Product: [CH3:37][N:36]([CH3:35])[C:38]1[C:16]([S:1][C:2]2[NH:3][C:4]3[C:9]([N:10]=2)=[C:8]([NH2:11])[N:7]=[CH:6][N:5]=3)=[CH:17][C:18]2[O:32][CH2:30][O:28][C:13]=2[CH:12]=1. The catalyst class is: 205. (7) Reactant: [F:1][C:2]([F:19])([F:18])[C:3]1[CH:4]=[CH:5][C:6]([O:9][C:10]2[CH:11]=[C:12]([CH2:16]O)[CH:13]=[CH:14][CH:15]=2)=[N:7][CH:8]=1.S(Cl)([Cl:22])=O. Product: [Cl:22][CH2:16][C:12]1[CH:11]=[C:10]([CH:15]=[CH:14][CH:13]=1)[O:9][C:6]1[CH:5]=[CH:4][C:3]([C:2]([F:19])([F:18])[F:1])=[CH:8][N:7]=1. The catalyst class is: 4. (8) Reactant: [O:1]1[C:9]2[C:4](=[N:5][CH:6]=[CH:7][CH:8]=2)[NH:3][C:2]1=[O:10].[H-].[Na+].F[C:14]1[CH:19]=[CH:18][C:17]([N+:20]([O-:22])=[O:21])=[CH:16][CH:15]=1. Product: [N+:20]([C:17]1[CH:18]=[CH:19][C:14]([N:3]2[C:4]3=[N:5][CH:6]=[CH:7][CH:8]=[C:9]3[O:1][C:2]2=[O:10])=[CH:15][CH:16]=1)([O-:22])=[O:21]. The catalyst class is: 39. (9) Reactant: [CH2:1]([O:5][C:6](Cl)=[O:7])[CH:2]([CH3:4])[CH3:3].C[O:10][C:11]([C:13]1[CH:14]=[C:15]([CH3:39])[C:16]2[O:22][C:21]3[C:23]([Cl:35])=[CH:24][C:25]([NH:27][CH2:28][CH2:29][N:30]4[CH2:34][CH2:33][CH2:32][CH2:31]4)=[CH:26][C:20]=3[CH2:19][S:18](=[O:37])(=[O:36])[C:17]=2[CH:38]=1)=[O:12].C(N(CC)CC)C.O. Product: [Cl:35][C:23]1[C:21]2[O:22][C:16]3[C:15]([CH3:39])=[CH:14][C:13]([C:11]([OH:12])=[O:10])=[CH:38][C:17]=3[S:18](=[O:37])(=[O:36])[CH2:19][C:20]=2[CH:26]=[C:25]([N:27]([C:6]([O:5][CH2:1][CH:2]([CH3:4])[CH3:3])=[O:7])[CH2:28][CH2:29][N:30]2[CH2:34][CH2:33][CH2:32][CH2:31]2)[CH:24]=1. The catalyst class is: 2. (10) Reactant: C[O:2][C:3]([CH:5]1[CH2:9][CH:8]([N:10]([CH2:19][C:20]2[CH:25]=[CH:24][C:23]([F:26])=[CH:22][C:21]=2[F:27])[C:11]([O:13][CH2:14][C:15]([Cl:18])([Cl:17])[Cl:16])=[O:12])[CH2:7][N:6]1[C:28]([O:30][C:31]([CH3:34])([CH3:33])[CH3:32])=[O:29])=[O:4].[Li+].[OH-]. Product: [C:31]([O:30][C:28]([N:6]1[CH2:7][CH:8]([N:10]([CH2:19][C:20]2[CH:25]=[CH:24][C:23]([F:26])=[CH:22][C:21]=2[F:27])[C:11]([O:13][CH2:14][C:15]([Cl:17])([Cl:16])[Cl:18])=[O:12])[CH2:9][CH:5]1[C:3]([OH:4])=[O:2])=[O:29])([CH3:34])([CH3:32])[CH3:33]. The catalyst class is: 5.